Dataset: Catalyst prediction with 721,799 reactions and 888 catalyst types from USPTO. Task: Predict which catalyst facilitates the given reaction. Reactant: [Br:1][C:2]1[CH:11]=[C:10]2[C:5]([C:6]([CH3:13])=[CH:7][CH:8]=[N+:9]2[O-])=[CH:4][CH:3]=1.C1(C(F)(F)F)C=CC=CC=1.C([NH2:28])(C)(C)C.O(S(C1C=CC(C)=CC=1)(=O)=O)S(C1C=CC(C)=CC=1)(=O)=O.FC(F)(F)C(O)=O. Product: [NH2:28][C:8]1[CH:7]=[C:6]([CH3:13])[C:5]2[C:10](=[CH:11][C:2]([Br:1])=[CH:3][CH:4]=2)[N:9]=1. The catalyst class is: 2.